Dataset: Full USPTO retrosynthesis dataset with 1.9M reactions from patents (1976-2016). Task: Predict the reactants needed to synthesize the given product. (1) Given the product [CH3:3][O:4][C:5](=[O:11])[C:6]([CH3:10])([CH3:9])[CH2:7][O:8][CH3:12], predict the reactants needed to synthesize it. The reactants are: [OH-].[K+].[CH3:3][O:4][C:5](=[O:11])[C:6]([CH3:10])([CH3:9])[CH2:7][OH:8].[CH3:12]I. (2) Given the product [CH3:1][O:2][C:3](=[O:32])[C:4]1[CH:9]=[CH:8][CH:7]=[C:6]([NH:10][C:11]2[S:12][C:15]3[CH:16]=[CH:17][C:18]4[NH:19][C:20]([NH:23][C:24](=[O:31])[C:25]5[CH:30]=[CH:29][CH:28]=[CH:27][CH:26]=5)=[N:21][C:22]=4[C:14]=3[N:13]=2)[CH:5]=1, predict the reactants needed to synthesize it. The reactants are: [CH3:1][O:2][C:3](=[O:32])[C:4]1[CH:9]=[CH:8][CH:7]=[C:6]([NH:10][C:11]([NH:13][C:14]2[C:22]3[N:21]=[C:20]([NH:23][C:24](=[O:31])[C:25]4[CH:30]=[CH:29][CH:28]=[CH:27][CH:26]=4)[NH:19][C:18]=3[CH:17]=[CH:16][CH:15]=2)=[S:12])[CH:5]=1.COC1C=CC=CC=1NC1SC2C=CC3NC(NC(=O)C4C=CC=CC=4)=NC=3C=2N=1. (3) Given the product [CH3:50][O:49][C:46]1[CH:47]=[CH:48][C:43]([N:34]([C:35]2[CH:36]=[CH:37][C:38]([O:41][CH3:42])=[CH:39][CH:40]=2)[C:31]2[CH:30]=[CH:29][C:28]([N:19]([C:20]3[CH:25]=[CH:24][C:23]([O:26][CH3:27])=[CH:22][CH:21]=3)[C:16]3[CH:17]=[CH:18][C:13]([O:12][CH2:11][CH2:10][CH2:9][P:4](=[O:3])([OH:8])[OH:5])=[CH:14][CH:15]=3)=[CH:33][CH:32]=2)=[CH:44][CH:45]=1, predict the reactants needed to synthesize it. The reactants are: C([O:3][P:4]([CH2:9][CH2:10][CH2:11][O:12][C:13]1[CH:18]=[CH:17][C:16]([N:19]([C:28]2[CH:33]=[CH:32][C:31]([N:34]([C:43]3[CH:48]=[CH:47][C:46]([O:49][CH3:50])=[CH:45][CH:44]=3)[C:35]3[CH:40]=[CH:39][C:38]([O:41][CH3:42])=[CH:37][CH:36]=3)=[CH:30][CH:29]=2)[C:20]2[CH:25]=[CH:24][C:23]([O:26][CH3:27])=[CH:22][CH:21]=2)=[CH:15][CH:14]=1)(=[O:8])[O:5]CC)C.Br[Si](C)(C)C. (4) The reactants are: [CH:1]1[CH:2]=[CH:3][C:4]2[N:16]([C:17]([NH2:19])=[O:18])[C:15]3[CH:14]=[CH:13][CH:12]=[CH:11][C:10]=3[C:8](=[O:9])[CH2:7][C:5]=2[CH:6]=1.CN(C)C=O.C(O)=O.C(N(CC)CC)C. Given the product [CH:1]1[CH:2]=[CH:3][C:4]2[N:16]([C:17]([NH2:19])=[O:18])[C:15]3[CH:14]=[CH:13][CH:12]=[CH:11][C:10]=3[C@@H:8]([OH:9])[CH2:7][C:5]=2[CH:6]=1, predict the reactants needed to synthesize it. (5) Given the product [Cl:38][C:39]1[CH:44]=[CH:43][C:42]([S:45]([CH3:48])(=[O:47])=[O:46])=[CH:41][C:40]=1[C:9]1[CH:10]=[C:11]2[C:16](=[C:17]([OH:19])[CH:18]=1)[N:15]=[CH:14][NH:13][C:12]2=[O:36], predict the reactants needed to synthesize it. The reactants are: CC1(C)C(C)(C)OB([C:9]2[CH:10]=[C:11]3[C:16](=[C:17]([O:19]COCC[Si](C)(C)C)[CH:18]=2)[N:15]=[CH:14][N:13](COCC[Si](C)(C)C)[C:12]3=[O:36])O1.[Cl:38][C:39]1[CH:44]=[CH:43][C:42]([S:45]([CH3:48])(=[O:47])=[O:46])=[CH:41][C:40]=1I.FC1C=C(I)C=C(F)C=1F.C(=O)([O-])[O-].[K+].[K+].